This data is from Forward reaction prediction with 1.9M reactions from USPTO patents (1976-2016). The task is: Predict the product of the given reaction. (1) Given the reactants [Cl:1][C:2]1[N:7]=[C:6]([Cl:8])[CH:5]=[C:4]([C:9]2[O:10][CH:11]=[CH:12][CH:13]=2)[N:3]=1.[Br:14]N1C(=O)CCC1=O, predict the reaction product. The product is: [Br:14][C:11]1[O:10][C:9]([C:4]2[CH:5]=[C:6]([Cl:8])[N:7]=[C:2]([Cl:1])[N:3]=2)=[CH:13][CH:12]=1. (2) Given the reactants N#N.[CH3:3][O:4][CH2:5][C:6]1[N:7]=[C:8]([CH2:11][N:12]2[N:16]=[C:15]([N+:17]([O-])=O)[CH:14]=[N:13]2)[S:9][CH:10]=1.[NH4+].[Cl-], predict the reaction product. The product is: [CH3:3][O:4][CH2:5][C:6]1[N:7]=[C:8]([CH2:11][N:12]2[N:16]=[C:15]([NH2:17])[CH:14]=[N:13]2)[S:9][CH:10]=1. (3) Given the reactants [OH:1][C:2]1([C:9]([F:12])([F:11])[F:10])[CH2:7][CH2:6][C:5](=O)[CH2:4][CH2:3]1.[CH:13]1([NH2:16])[CH2:15][CH2:14]1.[BH-](OC(C)=O)(OC(C)=O)OC(C)=O.[Na+].C(O)(=O)C.[OH-].[Na+], predict the reaction product. The product is: [CH:13]1([NH:16][CH:5]2[CH2:6][CH2:7][C:2]([C:9]([F:12])([F:11])[F:10])([OH:1])[CH2:3][CH2:4]2)[CH2:15][CH2:14]1. (4) Given the reactants Cl[C:2]1[CH:3]=[C:4]([N:20]([CH:30]2[CH2:32][CH2:31]2)CC2C=CC(OC)=CC=2)[C:5]2[N:6]([C:8]([C:11]([NH:13][C:14]3[CH:19]=[CH:18][N:17]=[CH:16][N:15]=3)=[O:12])=[CH:9][N:10]=2)[N:7]=1.[NH2:33][C@H:34]1[CH2:39][CH2:38][C@H:37]([NH2:40])[CH2:36][CH2:35]1.[N:41]([C:44]1[CH:45]=[N:46][CH:47]=[CH:48][CH:49]=1)=[C:42]=[O:43].C(O)(C(F)(F)F)=O, predict the reaction product. The product is: [CH:30]1([NH:20][C:4]2[C:5]3[N:6]([C:8]([C:11]([NH:13][C:14]4[CH:19]=[CH:18][N:17]=[CH:16][N:15]=4)=[O:12])=[CH:9][N:10]=3)[N:7]=[C:2]([NH:33][C@H:34]3[CH2:39][CH2:38][C@H:37]([NH:40][C:42]([NH:41][C:44]4[CH:45]=[N:46][CH:47]=[CH:48][CH:49]=4)=[O:43])[CH2:36][CH2:35]3)[CH:3]=2)[CH2:31][CH2:32]1. (5) The product is: [F:1][C:2]1[CH:7]=[CH:6][C:5]([CH:8]([OH:12])[CH:9]([NH:10][C:14](=[O:15])[O:16][C:17]([CH3:18])([CH3:19])[CH3:20])[CH2:21][C:22]2[CH:27]=[CH:26][CH:25]=[C:24]([S:28]([C:31]([F:34])([F:33])[F:32])(=[O:29])=[O:30])[CH:23]=2)=[CH:4][CH:3]=1. Given the reactants [F:1][C:2]1[CH:7]=[CH:6][C:5]([CH:8]2[O:12]C(=O)[N:10]([C:14]([O:16][C:17]([CH3:20])([CH3:19])[CH3:18])=[O:15])[CH:9]2[CH2:21][C:22]2[CH:27]=[CH:26][CH:25]=[C:24]([S:28]([C:31]([F:34])([F:33])[F:32])(=[O:30])=[O:29])[CH:23]=2)=[CH:4][CH:3]=1.[OH-].[Na+].O, predict the reaction product. (6) The product is: [O:25]1[C:29]2[CH:30]=[CH:31][C:32]([C:34]3[N:36]=[C:19]([OH:21])[C:14]4[CH2:13][N:12]([C:10]([NH:9][C:5]5[CH:6]=[CH:7][CH:8]=[C:3]([CH2:1][CH3:2])[CH:4]=5)=[O:11])[CH2:17][CH2:16][C:15]=4[N:35]=3)=[CH:33][C:28]=2[O:27][CH2:26]1. Given the reactants [CH2:1]([C:3]1[CH:4]=[C:5]([NH:9][C:10]([N:12]2[CH2:17][CH2:16][C:15](=O)[CH:14]([C:19]([O:21]CC)=O)[CH2:13]2)=[O:11])[CH:6]=[CH:7][CH:8]=1)[CH3:2].Cl.[O:25]1[C:29]2[CH:30]=[CH:31][C:32]([C:34](=[NH:36])[NH2:35])=[CH:33][C:28]=2[O:27][CH2:26]1.O.C(=O)([O-])[O-].[K+].[K+], predict the reaction product. (7) Given the reactants [F:1][C:2]([F:20])([F:19])[C:3]1[CH:8]=[CH:7][C:6]([C@@H:9]2[C:18]3[C:13](=[CH:14][CH:15]=[CH:16][CH:17]=3)[CH2:12][CH2:11][NH:10]2)=[CH:5][CH:4]=1.CCN(C(C)C)C(C)C.[C:30]([O:33][C:34]([C:37](Cl)=[O:38])([CH3:36])[CH3:35])(=[O:32])[CH3:31].CO, predict the reaction product. The product is: [C:30]([O:33][C:34]([CH3:36])([CH3:35])[C:37](=[O:38])[N:10]1[CH2:11][CH2:12][C:13]2[C:18](=[CH:17][CH:16]=[CH:15][CH:14]=2)[C@H:9]1[C:6]1[CH:5]=[CH:4][C:3]([C:2]([F:1])([F:19])[F:20])=[CH:8][CH:7]=1)(=[O:32])[CH3:31]. (8) Given the reactants [NH2:1][C:2]1[N:9]=[CH:8][CH:7]=[CH:6][C:3]=1[CH:4]=O.[CH3:10][C:11]([CH3:13])=O.N1CCC[C@H]1C(O)=O, predict the reaction product. The product is: [CH3:13][C:11]1[CH:10]=[CH:4][C:3]2[C:2](=[N:9][CH:8]=[CH:7][CH:6]=2)[N:1]=1.